From a dataset of HIV replication inhibition screening data with 41,000+ compounds from the AIDS Antiviral Screen. Binary Classification. Given a drug SMILES string, predict its activity (active/inactive) in a high-throughput screening assay against a specified biological target. (1) The drug is CCCCCCCCCCCCCC(=O)OC1C(O)C(CO)OC(OC)C1NC(=O)N(CCCl)N=O. The result is 0 (inactive). (2) The drug is O=S1(=O)c2ccc(cc2)N=CC=Nc2ccc1cc2. The result is 0 (inactive).